Dataset: Full USPTO retrosynthesis dataset with 1.9M reactions from patents (1976-2016). Task: Predict the reactants needed to synthesize the given product. (1) Given the product [CH2:1]([C:8]1[C:17]2[C:12](=[CH:13][CH:14]=[CH:15][CH:16]=2)[C:11]([N:18]2[CH2:23][CH2:22][N:21]([C:24]3[N:29]=[CH:28][C:27]([CH2:30][O:31][C:36](=[O:37])[N:35]([CH3:39])[CH3:34])=[CH:26][CH:25]=3)[CH2:20][CH2:19]2)=[N:10][N:9]=1)[C:2]1[CH:7]=[CH:6][CH:5]=[CH:4][CH:3]=1, predict the reactants needed to synthesize it. The reactants are: [CH2:1]([C:8]1[C:17]2[C:12](=[CH:13][CH:14]=[CH:15][CH:16]=2)[C:11]([N:18]2[CH2:23][CH2:22][N:21]([C:24]3[N:29]=[CH:28][C:27]([CH2:30][OH:31])=[CH:26][CH:25]=3)[CH2:20][CH2:19]2)=[N:10][N:9]=1)[C:2]1[CH:7]=[CH:6][CH:5]=[CH:4][CH:3]=1.[H-].[Na+].[CH3:34][N:35]([CH3:39])[C:36](Cl)=[O:37]. (2) Given the product [Br:1][C:2]1[CH:3]=[C:4]([O:9][CH2:13][CH:10]2[CH2:12][CH2:11]2)[CH:5]=[C:6]([Br:8])[CH:7]=1, predict the reactants needed to synthesize it. The reactants are: [Br:1][C:2]1[CH:3]=[C:4]([OH:9])[CH:5]=[C:6]([Br:8])[CH:7]=1.[CH:10]1([CH2:13]O)[CH2:12][CH2:11]1.C(P(CCCC)CCCC)CCC.N(C(N1CCCCC1)=O)=NC(N1CCCCC1)=O. (3) Given the product [NH2:9][CH2:8][C:7]1[CH:10]=[CH:11][C:12]([N+:14]([O-:16])=[O:15])=[CH:13][C:6]=1[NH2:5], predict the reactants needed to synthesize it. The reactants are: CSC.B.[NH2:5][C:6]1[CH:13]=[C:12]([N+:14]([O-:16])=[O:15])[CH:11]=[CH:10][C:7]=1[C:8]#[N:9]. (4) Given the product [NH2:1][C:2]1[C:18]([C:19]([NH:29][C:24]2[CH:25]=[N:26][CH:27]=[CH:28][C:23]=2[CH3:22])=[O:20])=[C:5]2[N:6]=[C:7]3[CH2:13][CH2:12][N:11]([CH:14]4[CH2:15][O:16][CH2:17]4)[CH2:10][C:8]3=[CH:9][N:4]2[N:3]=1, predict the reactants needed to synthesize it. The reactants are: [NH2:1][C:2]1[C:18]([C:19](O)=[O:20])=[C:5]2[N:6]=[C:7]3[CH2:13][CH2:12][N:11]([CH:14]4[CH2:17][O:16][CH2:15]4)[CH2:10][C:8]3=[CH:9][N:4]2[N:3]=1.[CH3:22][C:23]1[CH:28]=[CH:27][N:26]=[CH:25][C:24]=1[NH2:29].CN(C(ON1N=NC2C=CC=CC1=2)=[N+](C)C)C.[B-](F)(F)(F)F. (5) Given the product [Br:15][C:16]1[CH:17]=[CH:18][C:19]([O:24][CH3:25])=[C:20]([C:21]2[NH:1][N:2]=[C:3]([C:5]3[CH:10]=[CH:9][C:8]([C:11]([F:12])([F:13])[F:14])=[CH:7][N:6]=3)[N:4]=2)[CH:23]=1, predict the reactants needed to synthesize it. The reactants are: [NH2:1][NH:2][C:3]([C:5]1[CH:10]=[CH:9][C:8]([C:11]([F:14])([F:13])[F:12])=[CH:7][N:6]=1)=[NH:4].[Br:15][C:16]1[CH:17]=[CH:18][C:19]([O:24][CH3:25])=[C:20]([CH:23]=1)[CH:21]=O. (6) Given the product [NH2:17][C:8]1[C:7]2=[N:6][N:5]([CH2:18][CH2:19][O:20][CH3:21])[C:4]([CH2:3][C:2]([NH:1][C:28](=[O:29])[C:27]3[CH:31]=[CH:32][C:33]([F:34])=[C:25]([F:24])[CH:26]=3)([CH3:23])[CH3:22])=[C:16]2[C:15]2[CH:14]=[CH:13][CH:12]=[CH:11][C:10]=2[N:9]=1, predict the reactants needed to synthesize it. The reactants are: [NH2:1][C:2]([CH3:23])([CH3:22])[CH2:3][C:4]1[N:5]([CH2:18][CH2:19][O:20][CH3:21])[N:6]=[C:7]2[C:16]=1[C:15]1[CH:14]=[CH:13][CH:12]=[CH:11][C:10]=1[N:9]=[C:8]2[NH2:17].[F:24][C:25]1[CH:26]=[C:27]([CH:31]=[CH:32][C:33]=1[F:34])[C:28](Cl)=[O:29].